Dataset: Full USPTO retrosynthesis dataset with 1.9M reactions from patents (1976-2016). Task: Predict the reactants needed to synthesize the given product. (1) The reactants are: Cl[C:2]1[N:7]=[CH:6][N:5]=[C:4]([O:8][CH:9]2[CH2:14][CH2:13][N:12]([C:15]([O:17][C:18]([CH3:21])([CH3:20])[CH3:19])=[O:16])[CH2:11][CH2:10]2)[C:3]=1[CH3:22].[CH3:23][N:24]1[C:28]2[CH2:29][NH:30][CH2:31][C:27]=2[CH:26]=[N:25]1.C(=O)([O-])[O-].[Cs+].[Cs+]. Given the product [CH3:22][C:3]1[C:4]([O:8][CH:9]2[CH2:14][CH2:13][N:12]([C:15]([O:17][C:18]([CH3:21])([CH3:20])[CH3:19])=[O:16])[CH2:11][CH2:10]2)=[N:5][CH:6]=[N:7][C:2]=1[N:30]1[CH2:31][C:27]2[CH:26]=[N:25][N:24]([CH3:23])[C:28]=2[CH2:29]1, predict the reactants needed to synthesize it. (2) Given the product [C:3]([NH:6][C:7]1[CH:15]=[CH:14][CH:13]=[C:12]2[C:8]=1[C:9]([S:23][C:24]1[CH:25]=[CH:26][C:27]([Cl:30])=[CH:28][CH:29]=1)=[C:10]([CH3:22])[N:11]2[CH2:16][C:17]([OH:19])=[O:18])(=[O:5])[CH3:4], predict the reactants needed to synthesize it. The reactants are: [OH-].[Na+].[C:3]([NH:6][C:7]1[CH:15]=[CH:14][CH:13]=[C:12]2[C:8]=1[C:9]([S:23][C:24]1[CH:29]=[CH:28][C:27]([Cl:30])=[CH:26][CH:25]=1)=[C:10]([CH3:22])[N:11]2[CH2:16][C:17]([O:19]CC)=[O:18])(=[O:5])[CH3:4]. (3) Given the product [C:1]([O:5][C:6]([N:8]1[CH2:9][CH2:10][CH:11]([C:14]2[C:22]3[C:17](=[CH:18][N:19]=[C:20]([C:23]4[C:24]([CH2:31][CH3:32])=[CH:25][CH:26]=[CH:27][C:28]=4[CH2:29][CH3:30])[CH:21]=3)[N:16]([CH:33]([CH2:37][CH2:38][CH3:39])[CH2:34][CH2:35][CH3:36])[CH:15]=2)[CH2:12][CH2:13]1)=[O:7])([CH3:2])([CH3:4])[CH3:3], predict the reactants needed to synthesize it. The reactants are: [C:1]([O:5][C:6]([N:8]1[CH2:13][CH:12]=[C:11]([C:14]2[C:22]3[C:17](=[CH:18][N:19]=[C:20]([C:23]4[C:28]([CH2:29][CH3:30])=[CH:27][CH:26]=[CH:25][C:24]=4[CH2:31][CH3:32])[CH:21]=3)[N:16]([CH:33]([CH2:37][CH2:38][CH3:39])[CH2:34][CH2:35][CH3:36])[CH:15]=2)[CH2:10][CH2:9]1)=[O:7])([CH3:4])([CH3:3])[CH3:2]. (4) Given the product [CH2:3]([N:6]([CH2:7][CH2:8][C:9]([CH3:15])([CH3:14])[CH2:10][OH:11])[C:16](=[O:17])[O:18][C:19]([CH3:20])([CH3:21])[CH3:22])[CH:4]=[CH2:5], predict the reactants needed to synthesize it. The reactants are: [Li+].[BH4-].[CH2:3]([N:6]([C:16]([O:18][C:19]([CH3:22])([CH3:21])[CH3:20])=[O:17])[CH2:7][CH2:8][C:9]([CH3:15])([CH3:14])[C:10](OC)=[O:11])[CH:4]=[CH2:5].